From a dataset of Full USPTO retrosynthesis dataset with 1.9M reactions from patents (1976-2016). Predict the reactants needed to synthesize the given product. (1) Given the product [Br:12][CH:7]([CH2:6][CH2:5][CH2:4][Br:3])[C:8]([OH:10])=[O:9], predict the reactants needed to synthesize it. The reactants are: BrBr.[Br:3][CH2:4][CH2:5][CH2:6][CH2:7][C:8]([OH:10])=[O:9].P(Br)(Br)[Br:12]. (2) The reactants are: [C-:1]#[N:2].[K+].Br[CH2:5][C:6]([C:8]1[CH:13]=[CH:12][C:11]([C:14]2[CH:19]=[CH:18][CH:17]=[CH:16][CH:15]=2)=[CH:10][CH:9]=1)=[O:7]. Given the product [C:11]1([C:14]2[CH:19]=[CH:18][CH:17]=[CH:16][CH:15]=2)[CH:12]=[CH:13][C:8]([C:6](=[O:7])[CH2:5][C:1]#[N:2])=[CH:9][CH:10]=1, predict the reactants needed to synthesize it. (3) Given the product [CH3:11][C:1]1[CH:6]=[CH:5][C:4]([S:7]([O:28][CH2:27][CH:25]2[CH2:26][C:19]3[C:24]2=[CH:23][CH:22]=[CH:21][CH:20]=3)(=[O:9])=[O:8])=[CH:3][CH:2]=1, predict the reactants needed to synthesize it. The reactants are: [C:1]1([CH3:11])[CH:6]=[CH:5][C:4]([S:7](Cl)(=[O:9])=[O:8])=[CH:3][CH:2]=1.C(N(CC)CC)C.[C:19]12[CH2:26][CH:25]([CH2:27][OH:28])[C:24]1=[CH:23][CH:22]=[CH:21][CH:20]=2. (4) Given the product [CH3:27][C:26]1[N:5]2[CH2:6][CH:7]([CH2:17][C:18]3[CH:19]=[CH:20][CH:21]=[CH:22][CH:23]=3)[N:8]([CH2:10][C:11]3[CH:12]=[CH:13][CH:14]=[CH:15][CH:16]=3)[CH2:9][C:4]2=[N:24][CH:25]=1, predict the reactants needed to synthesize it. The reactants are: C(O[C:4]1[CH2:9][N:8]([CH2:10][C:11]2[CH:16]=[CH:15][CH:14]=[CH:13][CH:12]=2)[CH:7]([CH2:17][C:18]2[CH:23]=[CH:22][CH:21]=[CH:20][CH:19]=2)[CH2:6][N:5]=1)C.[NH2:24][CH2:25][C:26]#[CH:27]. (5) Given the product [NH2:38][C:2]1[N:7]=[CH:6][C:5]([C:8]([OH:11])([CH3:10])[CH3:9])=[CH:4][CH:3]=1, predict the reactants needed to synthesize it. The reactants are: Cl[C:2]1[N:7]=[CH:6][C:5]([C:8]([OH:11])([CH3:10])[CH3:9])=[CH:4][CH:3]=1.C1(P(C2CCCCC2)C2C=CC=CC=2C2C=CC=CC=2)CCCCC1.[Li][N:38]([Si](C)(C)C)[Si](C)(C)C. (6) Given the product [N:6]1[C:5]2[NH:8][CH:9]=[CH:10][C:4]=2[CH:3]=[C:2]([C:14]#[C:13][CH2:12][CH2:11][C:15]2[S:19][C:18]([NH2:20])=[N:17][N:16]=2)[N:7]=1, predict the reactants needed to synthesize it. The reactants are: I[C:2]1[N:7]=[N:6][C:5]2[NH:8][CH:9]=[CH:10][C:4]=2[CH:3]=1.[CH2:11]([C:15]1[S:19][C:18]([NH2:20])=[N:17][N:16]=1)[CH2:12][C:13]#[CH:14].CCN(CC)CC.